Dataset: Forward reaction prediction with 1.9M reactions from USPTO patents (1976-2016). Task: Predict the product of the given reaction. The product is: [N:1]1([CH2:7][CH2:8][CH2:9][NH:10][C:11]2[C:23]3[C:22]4[C:17](=[CH:18][C:19]([C:24]([O:26][CH3:27])=[O:25])=[CH:20][CH:21]=4)[NH:16][C:15]=3[N:14]=[C:13]([CH2:28][C:29]3[CH:34]=[CH:33][CH:32]=[C:31]([C:35]4([C:36]([F:39])([F:38])[F:37])[NH:52][NH:40]4)[CH:30]=3)[N:12]=2)[CH2:2][CH2:3][CH2:4][CH2:5][CH2:6]1. Given the reactants [N:1]1([CH2:7][CH2:8][CH2:9][NH:10][C:11]2[C:23]3[C:22]4[C:17](=[CH:18][C:19]([C:24]([O:26][CH3:27])=[O:25])=[CH:20][CH:21]=4)[NH:16][C:15]=3[N:14]=[C:13]([CH2:28][C:29]3[CH:34]=[CH:33][CH:32]=[C:31]([C:35](=[N:40]OS(C4C=CC(C)=CC=4)(=O)=O)[C:36]([F:39])([F:38])[F:37])[CH:30]=3)[N:12]=2)[CH2:6][CH2:5][CH2:4][CH2:3][CH2:2]1.[NH3:52], predict the reaction product.